Dataset: Full USPTO retrosynthesis dataset with 1.9M reactions from patents (1976-2016). Task: Predict the reactants needed to synthesize the given product. Given the product [F:22][C:6]1[C:5]([CH2:4][C:3]([NH:24][NH2:25])=[O:2])=[C:14]([F:15])[CH:13]=[C:12]2[C:7]=1[CH:8]=[C:9]([C:16]1[CH:17]=[N:18][N:19]([CH3:21])[CH:20]=1)[CH:10]=[N:11]2, predict the reactants needed to synthesize it. The reactants are: C[O:2][C:3](=O)[CH2:4][C:5]1[C:6]([F:22])=[C:7]2[C:12](=[CH:13][C:14]=1[F:15])[N:11]=[CH:10][C:9]([C:16]1[CH:17]=[N:18][N:19]([CH3:21])[CH:20]=1)=[CH:8]2.[NH2:24][NH2:25].